Predict the reaction yield, written as a fraction of the theoretical maximum amount of product (1.0 means a 100% yield; for example, 0.34 means a 34% yield). From a dataset of Reaction yield outcomes from USPTO patents with 853,638 reactions. The reactants are [H-].[Na+].Cl[CH2:4][O:5][CH3:6].O.[CH:8](=[O:16])[C:9]1[C:10](=[CH:12][CH:13]=[CH:14][CH:15]=1)[OH:11]. The catalyst is CN(C)C=O. The product is [CH3:6][O:5][CH2:4][O:11][C:10]1[CH:12]=[CH:13][CH:14]=[CH:15][C:9]=1[CH:8]=[O:16]. The yield is 0.959.